This data is from Catalyst prediction with 721,799 reactions and 888 catalyst types from USPTO. The task is: Predict which catalyst facilitates the given reaction. (1) Reactant: [CH3:1][O:2][C:3]1[CH:34]=[CH:33][C:6]2[CH2:7][N:8]([C:14]3[CH:23]=[C:22]([NH:24]C(=O)OC(C)(C)C)[C:21]4[C:16](=[CH:17][CH:18]=[C:19]([CH3:32])[CH:20]=4)[N:15]=3)[CH2:9][CH2:10][S:11](=[O:13])(=[O:12])[C:5]=2[CH:4]=1.FC(F)(F)C(O)=O. Product: [CH3:1][O:2][C:3]1[CH:34]=[CH:33][C:6]2[CH2:7][N:8]([C:14]3[CH:23]=[C:22]([NH2:24])[C:21]4[C:16](=[CH:17][CH:18]=[C:19]([CH3:32])[CH:20]=4)[N:15]=3)[CH2:9][CH2:10][S:11](=[O:13])(=[O:12])[C:5]=2[CH:4]=1. The catalyst class is: 4. (2) Reactant: C([O:3][C:4]([C:6]1[C:7]([O:23][CH:24]([CH3:26])[CH3:25])=[N:8][C:9]2[C:14]([C:15]=1[C:16]1[CH:21]=[CH:20][CH:19]=[CH:18][CH:17]=1)=[CH:13][C:12]([Cl:22])=[CH:11][CH:10]=2)=[O:5])C.[OH-].[Na+]. Product: [Cl:22][C:12]1[CH:13]=[C:14]2[C:9](=[CH:10][CH:11]=1)[N:8]=[C:7]([O:23][CH:24]([CH3:26])[CH3:25])[C:6]([C:4]([OH:5])=[O:3])=[C:15]2[C:16]1[CH:17]=[CH:18][CH:19]=[CH:20][CH:21]=1. The catalyst class is: 8.